Dataset: Catalyst prediction with 721,799 reactions and 888 catalyst types from USPTO. Task: Predict which catalyst facilitates the given reaction. (1) Reactant: [CH2:1]([O:3][C:4](=[O:26])[C:5]([C:10](=[O:25])[C:11]1[CH:16]=[C:15]([F:17])[C:14]([F:18])=[C:13]([O:19][C:20]([F:23])([F:22])[F:21])[C:12]=1[F:24])=[CH:6]OCC)[CH3:2].[N:27]1([CH2:33][C:34]2[CH:35]=[C:36]([NH2:40])[CH:37]=[CH:38][CH:39]=2)[CH2:32][CH2:31][CH2:30][CH2:29][CH2:28]1. Product: [CH2:1]([O:3][C:4](=[O:26])[C:5]([C:10](=[O:25])[C:11]1[CH:16]=[C:15]([F:17])[C:14]([F:18])=[C:13]([O:19][C:20]([F:23])([F:22])[F:21])[C:12]=1[F:24])=[CH:6][NH:40][C:36]1[CH:37]=[CH:38][CH:39]=[C:34]([CH2:33][N:27]2[CH2:28][CH2:29][CH2:30][CH2:31][CH2:32]2)[CH:35]=1)[CH3:2]. The catalyst class is: 14. (2) Reactant: [C:1]([C:5]1[N:10]=[C:9]([N:11]2[CH2:16][CH2:15][N:14]([CH2:17][CH2:18][CH2:19][CH2:20][NH2:21])[CH2:13][CH2:12]2)[CH:8]=[C:7]([C:22]([F:25])([F:24])[F:23])[N:6]=1)([CH3:4])([CH3:3])[CH3:2].C1N=CN([C:31]([N:33]2[CH:37]=N[CH:35]=[CH:34]2)=[O:32])C=1.[O:38]([CH:45]1CCNC[CH2:46]1)[C:39]1[CH:44]=[CH:43][CH:42]=[CH:41][CH:40]=1. Product: [C:1]([C:5]1[N:10]=[C:9]([N:11]2[CH2:16][CH2:15][N:14]([CH2:17][CH2:18][CH2:19][CH2:20][NH:21][C:31]([N:33]3[CH2:34][CH2:35][CH:45]([O:38][C:39]4[CH:44]=[CH:43][CH:42]=[CH:41][CH:40]=4)[CH2:46][CH2:37]3)=[O:32])[CH2:13][CH2:12]2)[CH:8]=[C:7]([C:22]([F:24])([F:25])[F:23])[N:6]=1)([CH3:4])([CH3:2])[CH3:3]. The catalyst class is: 147. (3) Product: [F:3][C:4]1[CH:5]=[C:6]2[C:10](=[C:11]([C:30]([F:32])([F:1])[F:31])[CH:12]=1)[C:9](=[O:14])[N:8]([CH2:15][C:16]1[CH:21]=[CH:20][C:19]([O:22][C:23]([F:26])([F:25])[F:24])=[CH:18][CH:17]=1)[CH2:7]2. Reactant: [F-:1].[K+].[F:3][C:4]1[CH:5]=[C:6]2[C:10](=[C:11](I)[CH:12]=1)[C:9](=[O:14])[N:8]([CH2:15][C:16]1[CH:21]=[CH:20][C:19]([O:22][C:23]([F:26])([F:25])[F:24])=[CH:18][CH:17]=1)[CH2:7]2.COC(=O)[C:30](Cl)([F:32])[F:31]. The catalyst class is: 122. (4) Reactant: [F:1][C:2]1[N:7]=[C:6]([NH2:8])[CH:5]=[CH:4][CH:3]=1.[CH3:9][C:10]([CH3:15])([CH3:14])[C:11](Cl)=[O:12]. Product: [F:1][C:2]1[N:7]=[C:6]([NH:8][C:11](=[O:12])[C:10]([CH3:15])([CH3:14])[CH3:9])[CH:5]=[CH:4][CH:3]=1. The catalyst class is: 17. (5) Reactant: C([O:8][C:9]([NH:11][C@H:12]([C:16]([OH:18])=O)[CH:13]([CH3:15])[CH3:14])=O)C1C=CC=CC=1.COC(=O)[CH2:22][NH2:23]. Product: [CH:13]([C@@H:12]1[NH:11][C:9](=[O:8])[CH2:22][NH:23][C:16]1=[O:18])([CH3:15])[CH3:14]. The catalyst class is: 19. (6) Reactant: C=O.[CH3:3][C:4]1([CH3:51])[O:8][C@@H:7]2[C@@H:9]([CH2:22][NH:23][CH2:24][CH:25]3[CH2:28][CH:27]([CH2:29][C:30]4[N:34]([CH2:35][O:36][CH2:37][CH2:38][Si:39]([CH3:42])([CH3:41])[CH3:40])[C:33]5[CH:43]=[CH:44][C:45]([C:47]([F:50])([F:49])[F:48])=[CH:46][C:32]=5[N:31]=4)[CH2:26]3)[CH2:10][C@@H:11]([N:12]3[C:16]4[N:17]=[CH:18][N:19]=[C:20]([NH2:21])[C:15]=4[CH:14]=[CH:13]3)[C@@H:6]2[O:5]1.[BH3-][C:53]#N.[Na+]. Product: [CH3:3][C:4]1([CH3:51])[O:8][C@@H:7]2[C@@H:9]([CH2:22][N:23]([CH3:53])[CH2:24][CH:25]3[CH2:26][CH:27]([CH2:29][C:30]4[N:34]([CH2:35][O:36][CH2:37][CH2:38][Si:39]([CH3:40])([CH3:41])[CH3:42])[C:33]5[CH:43]=[CH:44][C:45]([C:47]([F:50])([F:48])[F:49])=[CH:46][C:32]=5[N:31]=4)[CH2:28]3)[CH2:10][C@@H:11]([N:12]3[C:16]4[N:17]=[CH:18][N:19]=[C:20]([NH2:21])[C:15]=4[CH:14]=[CH:13]3)[C@@H:6]2[O:5]1. The catalyst class is: 92.